From a dataset of Reaction yield outcomes from USPTO patents with 853,638 reactions. Predict the reaction yield, written as a fraction of the theoretical maximum amount of product (1.0 means a 100% yield; for example, 0.34 means a 34% yield). (1) The reactants are [CH3:1][O:2][C:3]1[CH:4]=[C:5]([OH:9])[CH:6]=[CH:7][CH:8]=1.[I:10]N1C(=O)CCC1=O.C(OCC)(=O)C.C(OCC)C. The catalyst is CN(C)C=O. The product is [OH:9][C:5]1[CH:6]=[CH:7][C:8]([I:10])=[C:3]([O:2][CH3:1])[CH:4]=1. The yield is 0.140. (2) The reactants are [Si]([O:8][CH2:9][CH2:10][N:11]1[CH2:18][CH2:17][CH2:16][CH2:15][CH2:14][CH2:13][CH2:12]1)(C(C)(C)C)(C)C.CCCC[N+](CCCC)(CCCC)CCCC.[F-]. No catalyst specified. The product is [N:11]1([CH2:10][CH2:9][OH:8])[CH2:18][CH2:17][CH2:16][CH2:15][CH2:14][CH2:13][CH2:12]1. The yield is 0.370. (3) The reactants are [N+:1]([CH2:4][CH:5]([Si:17]([CH3:20])([CH3:19])[CH3:18])[CH2:6][C:7]([O:9]CC1C=CC=CC=1)=[O:8])([O-])=O.C([O-])=O.[NH4+]. The catalyst is CO.[Pd]. The product is [NH2:1][CH2:4][CH:5]([Si:17]([CH3:18])([CH3:20])[CH3:19])[CH2:6][C:7]([OH:9])=[O:8]. The yield is 0.860. (4) The reactants are [C:1]([O:4][CH:5]([C@@H:7]1[C@:24]2([CH3:25])[C@H:10]([C@H:11]3[C@H:21]([CH2:22][CH2:23]2)[C@:19]2([CH3:20])[C:14](=[CH:15][C@@H:16](O)[CH2:17][CH2:18]2)[CH2:13][CH2:12]3)[CH2:9][CH2:8]1)[CH3:6])(=[O:3])[CH3:2].C1CCCCC1.CCOC(C)=O. The catalyst is C(O)C.O=[Pt]=O. The product is [C:1]([O:4][CH:5]([C@@H:7]1[C@:24]2([CH3:25])[C@H:10]([C@H:11]3[C@H:21]([CH2:22][CH2:23]2)[C@:19]2([CH3:20])[C@H:14]([CH2:15][CH2:16][CH2:17][CH2:18]2)[CH2:13][CH2:12]3)[CH2:9][CH2:8]1)[CH3:6])(=[O:3])[CH3:2]. The yield is 0.560. (5) The reactants are [C:1](OC(=O)C)(=[O:3])[CH3:2].[CH2:8]([O:15][C:16]([N:18]1[CH2:21][CH2:20][C@H:19]1[CH2:22][O:23][C:24]1[CH:25]=[C:26]([C:30]2[CH:31]=[C:32]([CH:35]=[CH:36][CH:37]=2)[CH2:33][NH2:34])[CH:27]=[N:28][CH:29]=1)=[O:17])[C:9]1[CH:14]=[CH:13][CH:12]=[CH:11][CH:10]=1.C(N(CC)CC)C. The catalyst is C(Cl)Cl. The product is [CH2:8]([O:15][C:16]([N:18]1[CH2:21][CH2:20][C@H:19]1[CH2:22][O:23][C:24]1[CH:25]=[C:26]([C:30]2[CH:31]=[C:32]([CH:35]=[CH:36][CH:37]=2)[CH2:33][NH:34][C:1](=[O:3])[CH3:2])[CH:27]=[N:28][CH:29]=1)=[O:17])[C:9]1[CH:14]=[CH:13][CH:12]=[CH:11][CH:10]=1. The yield is 0.960. (6) The reactants are [Cl:1][C:2]1[C:3]([CH3:30])=[C:4]([NH:10][C@H:11]([C@@H:27]([OH:29])[CH3:28])[C:12]([NH:14][NH:15][C:16]([C:18]2[CH:19]=[C:20]3[C:24](=[CH:25][CH:26]=2)[NH:23][CH:22]=[CH:21]3)=[O:17])=[O:13])[CH:5]=[CH:6][C:7]=1[C:8]#[N:9].CN(C=O)C.N1C=CN=C1.[C:41]([Si:45](Cl)([CH3:47])[CH3:46])([CH3:44])([CH3:43])[CH3:42]. The catalyst is CCOC(C)=O.O. The product is [Si:45]([O:29][C@@H:27]([CH3:28])[C@@H:11]([NH:10][C:4]1[CH:5]=[CH:6][C:7]([C:8]#[N:9])=[C:2]([Cl:1])[C:3]=1[CH3:30])[C:12]([NH:14][NH:15][C:16]([C:18]1[CH:19]=[C:20]2[C:24](=[CH:25][CH:26]=1)[NH:23][CH:22]=[CH:21]2)=[O:17])=[O:13])([C:41]([CH3:44])([CH3:43])[CH3:42])([CH3:47])[CH3:46]. The yield is 0.350. (7) The reactants are C1(C)C=CC(S([N:10]2[CH2:16][CH2:15][CH2:14][C:13](=[O:17])[C:12]3[CH:18]=[CH:19][CH:20]=[CH:21][C:11]2=3)(=O)=O)=CC=1.[OH-].[Na+]. No catalyst specified. The product is [NH:10]1[CH2:16][CH2:15][CH2:14][C:13](=[O:17])[C:12]2[CH:18]=[CH:19][CH:20]=[CH:21][C:11]1=2. The yield is 0.790. (8) The reactants are [BH4-].[Na+].FC(F)(F)C(O)=O.[Cl:10][C:11]1[CH:12]=[C:13]([CH2:18][C:19]#[N:20])[CH:14]=[CH:15][C:16]=1[Cl:17]. The catalyst is O1CCCC1.ClCCl. The product is [Cl:10][C:11]1[CH:12]=[C:13]([CH2:18][CH2:19][NH2:20])[CH:14]=[CH:15][C:16]=1[Cl:17]. The yield is 0.620.